This data is from Forward reaction prediction with 1.9M reactions from USPTO patents (1976-2016). The task is: Predict the product of the given reaction. (1) Given the reactants [OH:1][C:2]1[CH:10]=[CH:9][C:5]2[O:6][CH2:7][O:8][C:4]=2[C:3]=1[CH:11]=[O:12].C([O-])([O-])=O.[K+].[K+].[CH2:19](Br)[CH:20]=[CH2:21], predict the reaction product. The product is: [CH2:21]([O:1][C:2]1[CH:10]=[CH:9][C:5]2[O:6][CH2:7][O:8][C:4]=2[C:3]=1[CH:11]=[O:12])[CH:20]=[CH2:19]. (2) Given the reactants [OH:1][C:2]1([CH2:9][N:10]2[CH2:15][CH2:14][C:13]3[NH:16][C:17]([CH:20]=O)=[C:18]([CH3:19])[C:12]=3[C:11]2=[O:22])[CH2:7][CH2:6][N:5]([CH3:8])[CH2:4][CH2:3]1.[Cl:23][C:24]1[CH:25]=[C:26]2[C:30](=[CH:31][CH:32]=1)[NH:29][C:28](=[O:33])[CH2:27]2, predict the reaction product. The product is: [Cl:23][C:24]1[CH:25]=[C:26]2[C:30](=[CH:31][CH:32]=1)[NH:29][C:28](=[O:33])[C:27]2=[CH:20][C:17]1[NH:16][C:13]2[CH2:14][CH2:15][N:10]([CH2:9][C:2]3([OH:1])[CH2:7][CH2:6][N:5]([CH3:8])[CH2:4][CH2:3]3)[C:11](=[O:22])[C:12]=2[C:18]=1[CH3:19]. (3) Given the reactants [NH2:1][C:2]1[N:7]=[CH:6][N:5]=[C:4]2[N:8]([CH2:20][C:21]3[O:22][C:23]4[C:28]([C:29](=[O:38])[C:30]=3[C:31]3[CH:36]=[CH:35][CH:34]=[C:33]([F:37])[CH:32]=3)=[CH:27][C:26]([F:39])=[CH:25][CH:24]=4)[N:9]=[C:10]([C:11]3[CH:16]=[C:15]([O:17]C)[CH:14]=[C:13]([F:19])[CH:12]=3)[C:3]=12, predict the reaction product. The product is: [NH2:1][C:2]1[N:7]=[CH:6][N:5]=[C:4]2[N:8]([CH2:20][C:21]3[O:22][C:23]4[C:28]([C:29](=[O:38])[C:30]=3[C:31]3[CH:36]=[CH:35][CH:34]=[C:33]([F:37])[CH:32]=3)=[CH:27][C:26]([F:39])=[CH:25][CH:24]=4)[N:9]=[C:10]([C:11]3[CH:16]=[C:15]([OH:17])[CH:14]=[C:13]([F:19])[CH:12]=3)[C:3]=12. (4) The product is: [CH3:1][O:2][C:3]([C:5]1[CH:6]=[C:7]2[C:12](=[CH:13][CH:14]=1)[N:11]=[CH:10][C:9]([O:15][C:16]1[C:17]([Cl:26])=[CH:18][C:19]([NH2:23])=[CH:20][C:21]=1[Cl:22])=[CH:8]2)=[O:4]. Given the reactants [CH3:1][O:2][C:3]([C:5]1[CH:6]=[C:7]2[C:12](=[CH:13][CH:14]=1)[N:11]=[CH:10][C:9]([O:15][C:16]1[C:21]([Cl:22])=[CH:20][C:19]([N+:23]([O-])=O)=[CH:18][C:17]=1[Cl:26])=[CH:8]2)=[O:4].[NH4+].[Cl-], predict the reaction product.